From a dataset of Forward reaction prediction with 1.9M reactions from USPTO patents (1976-2016). Predict the product of the given reaction. (1) The product is: [CH3:34][N:32]1[CH:33]=[C:29]([C:9]2[C:8]3[C:12](=[CH:13][CH:14]=[C:6]([C:4]([OH:5])=[O:3])[CH:7]=3)[NH:11][C:10]=2[C:15]2[C:16](=[O:27])[NH:17][N:18]=[C:19]([C:21]3[CH:22]=[CH:23][N:24]=[CH:25][CH:26]=3)[CH:20]=2)[CH:30]=[N:31]1. Given the reactants C([O:3][C:4]([C:6]1[CH:7]=[C:8]2[C:12](=[CH:13][CH:14]=1)[NH:11][C:10]([C:15]1[CH:20]=[C:19]([C:21]3[CH:26]=[CH:25][N:24]=[CH:23][CH:22]=3)[N:18]=[N:17][C:16]=1[O:27]C)=[C:9]2[C:29]1[CH:30]=[N:31][N:32]([CH3:34])[CH:33]=1)=[O:5])C.[OH-].[Na+].Cl, predict the reaction product. (2) Given the reactants [C:1]([C:3]1[CH:23]=[C:22](B2OC(C)(C)C(C)(C)O2)[CH:21]=[C:20]([CH3:33])[C:4]=1[O:5][C@H:6]1[CH2:11][CH2:10][N:9]([C:12]([O:14][C:15]([CH3:18])([CH3:17])[CH3:16])=[O:13])[CH2:8][C@H:7]1[F:19])#[N:2].Cl[C:35]1[N:40]=[CH:39][N:38]=[C:37]([NH:41][C:42]2[CH:47]=[CH:46][C:45]([N:48]3[CH2:53][CH2:52][N:51]([CH:54]4[CH2:57][O:56][CH2:55]4)[CH2:50][CH2:49]3)=[CH:44][CH:43]=2)[N:36]=1.C(=O)([O-])[O-].[Na+].[Na+], predict the reaction product. The product is: [C:1]([C:3]1[CH:23]=[C:22]([C:35]2[N:36]=[C:37]([NH:41][C:42]3[CH:43]=[CH:44][C:45]([N:48]4[CH2:53][CH2:52][N:51]([CH:54]5[CH2:57][O:56][CH2:55]5)[CH2:50][CH2:49]4)=[CH:46][CH:47]=3)[N:38]=[CH:39][N:40]=2)[CH:21]=[C:20]([CH3:33])[C:4]=1[O:5][C@H:6]1[CH2:11][CH2:10][N:9]([C:12]([O:14][C:15]([CH3:18])([CH3:17])[CH3:16])=[O:13])[CH2:8][C@H:7]1[F:19])#[N:2]. (3) Given the reactants [NH2:1][C:2]([C:4]1[CH:5]=[C:6]2[C:11](=[CH:12][CH:13]=1)[C:10](=[O:14])[N:9]([CH2:15][CH:16]([CH3:18])[CH3:17])[C:8]([CH2:19][NH:20][C:21](=[O:37])[O:22][CH2:23][CH:24]1[C:36]3[CH:35]=[CH:34][CH:33]=[CH:32][C:31]=3[C:30]3[C:25]1=[CH:26][CH:27]=[CH:28][CH:29]=3)=[C:7]2[O:38][CH2:39][CH2:40][CH2:41][CH3:42])=[S:3].Cl[CH2:44][C:45]([O:47][CH2:48][CH3:49])=[O:46].O.[CH2:51](O)[CH3:52], predict the reaction product. The product is: [CH2:39]([O:38][C:7]1[C:6]2[C:11](=[CH:12][CH:13]=[C:4]([C:2]3[S:3][C:44]([C:45]([O:47][CH2:48][CH3:49])=[O:46])=[C:51]([CH3:52])[N:1]=3)[CH:5]=2)[C:10](=[O:14])[N:9]([CH2:15][CH:16]([CH3:17])[CH3:18])[C:8]=1[CH2:19][NH:20][C:21]([O:22][CH2:23][CH:24]1[C:25]2[CH:26]=[CH:27][CH:28]=[CH:29][C:30]=2[C:31]2[C:36]1=[CH:35][CH:34]=[CH:33][CH:32]=2)=[O:37])[CH2:40][CH2:41][CH3:42]. (4) The product is: [CH:1]([O:4][C:5]1[CH:6]=[C:7]([CH:10]=[C:11]([O:13][CH:14]([CH3:16])[CH3:15])[CH:12]=1)[C:8]([C:19]1[CH:20]=[CH:21][CH:30]=[CH:31][CH:32]=1)=[O:41])([CH3:3])[CH3:2].[CH:14]([O:13][C:11]1[CH:10]=[C:7]([CH:6]=[C:5]([O:4][CH:1]([CH3:3])[CH3:2])[CH:12]=1)[C:8]#[N:9])([CH3:16])[CH3:15]. Given the reactants [CH:1]([O:4][C:5]1[CH:6]=[C:7]([CH:10]=[C:11]([O:13][CH:14]([CH3:16])[CH3:15])[CH:12]=1)[C:8]#[N:9])([CH3:3])[CH3:2].CO[C:19]1[CH:20]=[C:21]([CH:30]=[C:31](OC)[CH:32]=1)C([C:19]1[CH:32]=[CH:31][CH:30]=[CH:21][CH:20]=1)=O.ON.C1(=O)OC(=[O:41])C2=CC=CC=C12, predict the reaction product. (5) Given the reactants [N:1]1[CH:6]=[CH:5][C:4]([C:7](=O)[CH2:8][C:9]([O:11]CC)=O)=[CH:3][CH:2]=1.[CH3:15][NH:16][C:17]([NH2:19])=[S:18].N12CCCN=C1CCCCC2.CS(O)(=O)=O, predict the reaction product. The product is: [SH:18][C:17]1[N:16]([CH3:15])[C:9](=[O:11])[CH:8]=[C:7]([C:4]2[CH:5]=[CH:6][N:1]=[CH:2][CH:3]=2)[N:19]=1. (6) Given the reactants [F:1][C:2]1[CH:3]=[C:4]([C:8]2[CH:9]=[C:10]([CH3:18])[C:11]([CH3:17])=[C:12]([CH:16]=2)[C:13]([OH:15])=O)[CH:5]=[CH:6][CH:7]=1.C(Cl)(=O)C(Cl)=O.[NH2:25][C:26]1[C:27]([CH3:34])=[C:28]([OH:33])[CH:29]=[CH:30][C:31]=1[F:32].C([O-])([O-])=O.[Na+].[Na+], predict the reaction product. The product is: [F:32][C:31]1[C:26]([NH:25][C:13](=[O:15])[C:12]2[CH:16]=[C:8]([C:4]3[CH:5]=[CH:6][CH:7]=[C:2]([F:1])[CH:3]=3)[CH:9]=[C:10]([CH3:18])[C:11]=2[CH3:17])=[C:27]([CH3:34])[C:28]([OH:33])=[CH:29][CH:30]=1. (7) The product is: [NH2:12][C:11]1[CH:10]=[C:5]([CH:4]=[C:3]([O:15][CH3:16])[C:2]=1[Cl:1])[C:6]([O:8][CH3:9])=[O:7]. Given the reactants [Cl:1][C:2]1[C:11]([N+:12]([O-])=O)=[CH:10][C:5]([C:6]([O:8][CH3:9])=[O:7])=[CH:4][C:3]=1[O:15][CH3:16].Cl, predict the reaction product.